This data is from Forward reaction prediction with 1.9M reactions from USPTO patents (1976-2016). The task is: Predict the product of the given reaction. (1) The product is: [NH2:2][C:12]1([C:5]#[N:4])[CH2:17][CH2:16][CH2:15][CH2:14][CH2:13]1.[CH3:11][C:8]1[CH:9]=[CH:10][C:5]([NH:4][C:12]2([C:1]#[N:2])[CH2:17][CH2:16][CH2:15][CH2:14][CH2:13]2)=[CH:6][CH:7]=1. Given the reactants [C-:1]#[N:2].[Na+].[NH2:4][C:5]1[CH:10]=[CH:9][C:8]([CH3:11])=[CH:7][CH:6]=1.[C:12]1(=O)[CH2:17][CH2:16][CH2:15][CH2:14][CH2:13]1.C(OCC)(=O)C, predict the reaction product. (2) Given the reactants C([O:3][C:4]([C:6]1[CH:7]=[C:8]2[C:12](=[CH:13][CH:14]=1)[CH:11]([N:15]1[CH2:20][CH2:19][N:18]([C:21]([O:23][C:24]([CH3:27])([CH3:26])[CH3:25])=[O:22])[CH2:17][CH2:16]1)[CH2:10][CH2:9]2)=[O:5])C.[OH-].[Na+], predict the reaction product. The product is: [C:21]([N:18]1[CH2:19][CH2:20][N:15]([CH:11]2[C:12]3[C:8](=[CH:7][C:6]([C:4]([OH:5])=[O:3])=[CH:14][CH:13]=3)[CH2:9][CH2:10]2)[CH2:16][CH2:17]1)([O:23][C:24]([CH3:27])([CH3:26])[CH3:25])=[O:22]. (3) Given the reactants [Na].[F:2][C:3]1[CH:8]=[CH:7][C:6]([C:9](=[O:19])[CH2:10][CH2:11][CH2:12][N:13]2[CH2:18][CH2:17][CH2:16][CH2:15][CH2:14]2)=[CH:5][CH:4]=1.[CH:20](OCC)=[O:21], predict the reaction product. The product is: [F:2][C:3]1[CH:8]=[CH:7][C:6]([C:9](=[O:19])[C:10](=[CH:20][OH:21])[CH2:11][CH2:12][N:13]2[CH2:18][CH2:17][CH2:16][CH2:15][CH2:14]2)=[CH:5][CH:4]=1. (4) Given the reactants [NH2:1][C:2]1[N:11]=[CH:10][C:9]2[C:4](=[CH:5][CH:6]=[C:7]([C:12]3[CH:13]=[CH:14][C:15](F)=[C:16]([CH:38]=3)[C:17]([NH:19][C:20]3[CH:25]=[C:24]([C:26]([F:29])([F:28])[F:27])[CH:23]=[CH:22][C:21]=3[N:30]([CH2:32][CH2:33][CH2:34][N:35]([CH3:37])[CH3:36])[CH3:31])=[O:18])[CH:8]=2)[N:3]=1.[NH:40]([CH3:42])[CH3:41].Cl.CCN(C(C)C)C(C)C.CN, predict the reaction product. The product is: [NH2:1][C:2]1[N:11]=[CH:10][C:9]2[C:4](=[CH:5][CH:6]=[C:7]([C:12]3[CH:13]=[CH:14][C:15]([N:40]([CH3:42])[CH3:41])=[C:16]([CH:38]=3)[C:17]([NH:19][C:20]3[CH:25]=[C:24]([C:26]([F:29])([F:27])[F:28])[CH:23]=[CH:22][C:21]=3[N:30]([CH2:32][CH2:33][CH2:34][N:35]([CH3:36])[CH3:37])[CH3:31])=[O:18])[CH:8]=2)[N:3]=1. (5) Given the reactants [Mg].II.Cl[CH2:5][CH2:6][CH2:7][CH2:8][O:9][CH3:10].[Cl:11][C:12]1[C:13]([F:33])=[C:14]([CH:30]=[CH:31][CH:32]=1)[C:15]([C@@H:17]1[CH2:22][CH2:21][CH2:20][N:19]([C:23]([O:25][C:26]([CH3:29])([CH3:28])[CH3:27])=[O:24])[CH2:18]1)=[O:16], predict the reaction product. The product is: [Cl:11][C:12]1[C:13]([F:33])=[C:14]([C@:15]([C@@H:17]2[CH2:22][CH2:21][CH2:20][N:19]([C:23]([O:25][C:26]([CH3:28])([CH3:27])[CH3:29])=[O:24])[CH2:18]2)([OH:16])[CH2:5][CH2:6][CH2:7][CH2:8][O:9][CH3:10])[CH:30]=[CH:31][CH:32]=1. (6) Given the reactants [O:1]1[CH2:6][CH2:5][N:4]([S:7]([C:10]2[CH:11]=[C:12]([CH:26]=[CH:27][C:28]=2[NH:29]CC2C=C(OC)C(OC)=C(OC)C=2)[C:13]([NH:15][CH:16]2[C:21]([CH3:23])([CH3:22])[C@H:20]3[CH2:24][C@:17]2([CH3:25])[CH2:18][CH2:19]3)=[O:14])(=[O:9])=[O:8])[CH2:3][CH2:2]1.FC(F)(F)C(O)=O, predict the reaction product. The product is: [NH2:29][C:28]1[CH:27]=[CH:26][C:12]([C:13]([NH:15][CH:16]2[C:21]([CH3:22])([CH3:23])[C@H:20]3[CH2:24][C@:17]2([CH3:25])[CH2:18][CH2:19]3)=[O:14])=[CH:11][C:10]=1[S:7]([N:4]1[CH2:5][CH2:6][O:1][CH2:2][CH2:3]1)(=[O:9])=[O:8].